Dataset: NCI-60 drug combinations with 297,098 pairs across 59 cell lines. Task: Regression. Given two drug SMILES strings and cell line genomic features, predict the synergy score measuring deviation from expected non-interaction effect. Drug 1: C1=CN(C(=O)N=C1N)C2C(C(C(O2)CO)O)O.Cl. Drug 2: CC1=C(C=C(C=C1)NC(=O)C2=CC=C(C=C2)CN3CCN(CC3)C)NC4=NC=CC(=N4)C5=CN=CC=C5. Cell line: NCI-H226. Synergy scores: CSS=10.4, Synergy_ZIP=-4.50, Synergy_Bliss=-3.40, Synergy_Loewe=1.22, Synergy_HSA=-2.51.